This data is from NCI-60 drug combinations with 297,098 pairs across 59 cell lines. The task is: Regression. Given two drug SMILES strings and cell line genomic features, predict the synergy score measuring deviation from expected non-interaction effect. Drug 1: CC1OCC2C(O1)C(C(C(O2)OC3C4COC(=O)C4C(C5=CC6=C(C=C35)OCO6)C7=CC(=C(C(=C7)OC)O)OC)O)O. Drug 2: C1CC(=O)NC(=O)C1N2C(=O)C3=CC=CC=C3C2=O. Cell line: UO-31. Synergy scores: CSS=13.4, Synergy_ZIP=-2.27, Synergy_Bliss=0.319, Synergy_Loewe=-8.55, Synergy_HSA=-1.13.